From a dataset of Forward reaction prediction with 1.9M reactions from USPTO patents (1976-2016). Predict the product of the given reaction. (1) Given the reactants [Br:1][C:2]1[CH:11]=[N:10][C:9]2[C:8](O)=[N:7][CH:6]=[N:5][C:4]=2[CH:3]=1.P(Cl)(Cl)([Cl:15])=O.C(=O)(O)[O-].[Na+], predict the reaction product. The product is: [Br:1][C:2]1[CH:11]=[N:10][C:9]2[C:8]([Cl:15])=[N:7][CH:6]=[N:5][C:4]=2[CH:3]=1. (2) Given the reactants F[C:2]1[CH:9]=[CH:8][C:7]([N+:10]([O-:12])=[O:11])=[CH:6][C:3]=1[CH:4]=[O:5].[CH3:13][O:14][C:15](=[O:26])[CH2:16][C:17]1[CH:22]=[CH:21][C:20]([O:23][CH3:24])=[C:19]([OH:25])[CH:18]=1.C(=O)([O-])[O-].[K+].[K+], predict the reaction product. The product is: [CH:4]([C:3]1[CH:6]=[C:7]([N+:10]([O-:12])=[O:11])[CH:8]=[CH:9][C:2]=1[O:25][C:19]1[CH:18]=[C:17]([CH2:16][C:15]([O:14][CH3:13])=[O:26])[CH:22]=[CH:21][C:20]=1[O:23][CH3:24])=[O:5]. (3) Given the reactants Br[C:2]1[CH:7]=[CH:6][C:5]([C@H:8]([C:19]2[CH:24]=[CH:23][CH:22]=[CH:21][C:20]=2[CH3:25])[CH2:9][C:10]([C:12]2[CH:17]=[CH:16][N:15]=[C:14]([CH3:18])[CH:13]=2)=[O:11])=[CH:4][CH:3]=1.[NH:26]1[CH2:31][CH2:30][CH:29]([C:32]([O:34]CC)=[O:33])[CH2:28][CH2:27]1.CC(C)([O-])C.[Na+].C1(P(C2CCCCC2)C2C=CC=CC=2C2C(C(C)C)=CC(C(C)C)=CC=2C(C)C)CCCCC1.[OH-].[Li+].S([O-])(O)(=O)=O.[K+].[Cl-].[NH4+], predict the reaction product. The product is: [CH3:18][C:14]1[CH:13]=[C:12]([C:10](=[O:11])[CH2:9][C@H:8]([C:5]2[CH:4]=[CH:3][C:2]([N:26]3[CH2:31][CH2:30][CH:29]([C:32]([OH:34])=[O:33])[CH2:28][CH2:27]3)=[CH:7][CH:6]=2)[C:19]2[CH:24]=[CH:23][CH:22]=[CH:21][C:20]=2[CH3:25])[CH:17]=[CH:16][N:15]=1. (4) Given the reactants [Li+:1].[OH-].C([O:5][C:6]([C:8]1[O:9][C:10]([C:13]2[CH:18]=[CH:17][CH:16]=[CH:15][CH:14]=2)=[N:11][N:12]=1)=[O:7])C, predict the reaction product. The product is: [Li+:1].[C:13]1([C:10]2[O:9][C:8]([C:6]([O-:7])=[O:5])=[N:12][N:11]=2)[CH:14]=[CH:15][CH:16]=[CH:17][CH:18]=1. (5) Given the reactants [CH3:1][C:2]1[CH:7]=[CH:6][N:5]=[C:4]([NH2:8])[CH:3]=1.Br[CH2:10][C:11]([C:13]1[CH:22]=[CH:21][C:16]([C:17]([O:19][CH3:20])=[O:18])=[CH:15][C:14]=1[CH3:23])=O.C(=O)(O)[O-].[Na+], predict the reaction product. The product is: [CH3:23][C:14]1[CH:15]=[C:16]([CH:21]=[CH:22][C:13]=1[C:11]1[N:8]=[C:4]2[CH:3]=[C:2]([CH3:1])[CH:7]=[CH:6][N:5]2[CH:10]=1)[C:17]([O:19][CH3:20])=[O:18]. (6) Given the reactants [OH:1][CH2:2][C:3]([NH:6][C:7]([C:9]1[C:10]2[CH2:11][C@H:12]3[CH2:24][C@H:13]3[C:14]=2[N:15]([C:17]2[CH:22]=[N:21][C:20](Br)=[CH:19][N:18]=2)[N:16]=1)=[O:8])([CH3:5])[CH3:4].[CH2:25]([Zn]CC)[CH3:26], predict the reaction product. The product is: [OH:1][CH2:2][C:3]([NH:6][C:7]([C:9]1[C:10]2[CH2:11][C@H:12]3[CH2:24][C@H:13]3[C:14]=2[N:15]([C:17]2[CH:22]=[N:21][C:20]([CH2:25][CH3:26])=[CH:19][N:18]=2)[N:16]=1)=[O:8])([CH3:5])[CH3:4]. (7) Given the reactants [NH2:1][C:2]1[CH:7]=[CH:6][C:5]([Br:8])=[CH:4][N:3]=1.[CH3:9][N:10]([CH:12](OC)OC)[CH3:11], predict the reaction product. The product is: [Br:8][C:5]1[CH:6]=[CH:7][C:2]([N:1]=[CH:9][N:10]([CH3:12])[CH3:11])=[N:3][CH:4]=1. (8) Given the reactants N([C@:4]12[CH2:39][CH2:38][C@@H:37]([C:40]([CH3:42])=[CH2:41])[C@@H:5]1[C@@H:6]1[C@@:19]([CH3:22])([CH2:20][CH2:21]2)[C@@:18]2([CH3:23])[C@@H:9]([C@:10]3([CH3:36])[C@@H:15]([CH2:16][CH2:17]2)[C:14]([CH3:25])([CH3:24])[C:13]([C:26]2[CH:35]=[CH:34][C:29]([C:30]([O:32][CH3:33])=[O:31])=[CH:28][CH:27]=2)=[CH:12][CH2:11]3)[CH2:8][CH2:7]1)=C=O.[NH2:43][CH2:44][C:45]1([NH:48][C:49](=[O:55])[O:50][C:51]([CH3:54])([CH3:53])[CH3:52])[CH2:47][CH2:46]1, predict the reaction product. The product is: [C:51]([O:50][C:49]([NH:48][C:45]1([CH2:44][NH:43][C@:4]23[CH2:39][CH2:38][C@@H:37]([C:40]([CH3:42])=[CH2:41])[C@@H:5]2[C@@H:6]2[C@@:19]([CH3:22])([CH2:20][CH2:21]3)[C@@:18]3([CH3:23])[C@@H:9]([C@:10]4([CH3:36])[C@@H:15]([CH2:16][CH2:17]3)[C:14]([CH3:25])([CH3:24])[C:13]([C:26]3[CH:27]=[CH:28][C:29]([C:30]([O:32][CH3:33])=[O:31])=[CH:34][CH:35]=3)=[CH:12][CH2:11]4)[CH2:8][CH2:7]2)[CH2:46][CH2:47]1)=[O:55])([CH3:52])([CH3:54])[CH3:53]. (9) Given the reactants [Cl:1][C:2]1[CH:3]=[CH:4][C:5]2[N:6]([C:8](I)=[CH:9][N:10]=2)[N:7]=1.[CH:12]1[C:21]2[C:16](=[CH:17][CH:18]=[CH:19][CH:20]=2)[CH:15]=[CH:14][C:13]=1B(O)O, predict the reaction product. The product is: [Cl:1][C:2]1[CH:3]=[CH:4][C:5]2[N:6]([C:8]([C:14]3[CH:13]=[CH:12][C:21]4[C:16](=[CH:17][CH:18]=[CH:19][CH:20]=4)[CH:15]=3)=[CH:9][N:10]=2)[N:7]=1.